From a dataset of Catalyst prediction with 721,799 reactions and 888 catalyst types from USPTO. Predict which catalyst facilitates the given reaction. (1) Reactant: [OH:1][C:2]([CH2:4][CH2:5][CH2:6][CH2:7][C@H:8]1[C@@H:16]2[C@@H:11]([NH:12][C:13]([NH:15]2)=[O:14])[CH2:10][S:9]1)=[O:3].[I:17][CH2:18][CH2:19][CH2:20]O.CC1C=CC(S(O)(=O)=O)=CC=1. Product: [I:17][CH2:18][CH2:19][CH2:20][O:3][C:2](=[O:1])[CH2:4][CH2:5][CH2:6][CH2:7][CH:8]1[CH:16]2[NH:15][C:13](=[O:14])[NH:12][CH:11]2[CH2:10][S:9]1. The catalyst class is: 11. (2) Reactant: C(P1(=O)OP(CCC)(=O)OP(CCC)(=O)O1)CC.C(OCC)(=O)C.[CH3:25][C:26]1[N:27]=[N:28][N:29]([CH2:31][C:32]2[CH:37]=[C:36]([C:38]([F:41])([F:40])[F:39])[CH:35]=[CH:34][C:33]=2/[CH:42]=[CH:43]/[C:44]([OH:46])=O)[N:30]=1.[CH3:47][C:48]1[O:49][C:50]([CH:53]2[CH2:58][CH2:57][NH:56][CH2:55][CH2:54]2)=[N:51][N:52]=1.C(=O)(O)[O-].[Na+]. Product: [CH3:47][C:48]1[O:49][C:50]([CH:53]2[CH2:58][CH2:57][N:56]([C:44](=[O:46])/[CH:43]=[CH:42]/[C:33]3[CH:34]=[CH:35][C:36]([C:38]([F:39])([F:40])[F:41])=[CH:37][C:32]=3[CH2:31][N:29]3[N:28]=[N:27][C:26]([CH3:25])=[N:30]3)[CH2:55][CH2:54]2)=[N:51][N:52]=1. The catalyst class is: 2. (3) Reactant: [F:1][C:2]1[CH:10]=[C:9]2[C:5]([CH2:6][CH2:7][NH:8]2)=[CH:4][CH:3]=1.C(N(CC)CC)C.[C:18](O[C:18]([O:20][C:21]([CH3:24])([CH3:23])[CH3:22])=[O:19])([O:20][C:21]([CH3:24])([CH3:23])[CH3:22])=[O:19]. Product: [F:1][C:2]1[CH:10]=[C:9]2[C:5]([CH2:6][CH2:7][N:8]2[C:18]([O:20][C:21]([CH3:24])([CH3:23])[CH3:22])=[O:19])=[CH:4][CH:3]=1. The catalyst class is: 64. (4) Reactant: [OH:1][CH2:2][C:3]1[CH:8]=[CH:7][C:6]([C:9]2[N:14]=[CH:13][N:12]=[C:11]([NH:15][C@H:16]([C:24]([O:26][CH3:27])=[O:25])[CH2:17][C:18]3[CH:23]=[CH:22][CH:21]=[CH:20][CH:19]=3)[CH:10]=2)=[CH:5][CH:4]=1.[C:28]1(O)[CH:33]=[CH:32][CH:31]=[CH:30][CH:29]=1.C1(P(C2C=CC=CC=2)C2C=CC=CC=2)C=CC=CC=1.N(C(OCC)=O)=NC(OCC)=O. Product: [O:1]([CH2:2][C:3]1[CH:8]=[CH:7][C:6]([C:9]2[N:14]=[CH:13][N:12]=[C:11]([NH:15][C@H:16]([C:24]([O:26][CH3:27])=[O:25])[CH2:17][C:18]3[CH:19]=[CH:20][CH:21]=[CH:22][CH:23]=3)[CH:10]=2)=[CH:5][CH:4]=1)[C:28]1[CH:33]=[CH:32][CH:31]=[CH:30][CH:29]=1. The catalyst class is: 4. (5) Reactant: C(=O)([O-])[O-].[K+].[K+].[NH2:7][CH2:8][C@@H:9]([CH2:14][CH:15]([CH3:17])[CH3:16])[CH2:10][C:11]([OH:13])=[O:12].C([O:20][C:21](=O)[C:22](=[N:24][OH:25])[CH3:23])C. Product: [OH:25][N:24]=[C:22]([CH3:23])[C:21]([NH:7][CH2:8][C@@H:9]([CH2:14][CH:15]([CH3:17])[CH3:16])[CH2:10][C:11]([OH:13])=[O:12])=[O:20]. The catalyst class is: 3. (6) Reactant: ClC1C=CC=C(C(OO)=[O:9])C=1.[F:12][C@H:13]1[C@@H:18]([S:19][CH3:20])[CH2:17][CH2:16][N:15]([C:21]2[N:26]=[C:25]([NH:27][C:28]3[N:33]=[CH:32][C:31]4[N:34]=[C:35]([CH3:40])[N:36]([CH:37]([CH3:39])[CH3:38])[C:30]=4[CH:29]=3)[CH:24]=[CH:23][N:22]=2)[CH2:14]1. Product: [F:12][C@H:13]1[C@@H:18]([S:19]([CH3:20])=[O:9])[CH2:17][CH2:16][N:15]([C:21]2[N:26]=[C:25]([NH:27][C:28]3[N:33]=[CH:32][C:31]4[N:34]=[C:35]([CH3:40])[N:36]([CH:37]([CH3:38])[CH3:39])[C:30]=4[CH:29]=3)[CH:24]=[CH:23][N:22]=2)[CH2:14]1. The catalyst class is: 4. (7) Reactant: [O:1]=[C:2]1[N:7]([CH:8]([CH3:19])[C:9]([O:11]CC2C=CC=CC=2)=[O:10])[CH2:6][CH2:5][O:4][CH2:3]1.[H][H]. Product: [O:1]=[C:2]1[N:7]([CH:8]([CH3:19])[C:9]([OH:11])=[O:10])[CH2:6][CH2:5][O:4][CH2:3]1. The catalyst class is: 29.